From a dataset of hERG potassium channel inhibition data for cardiac toxicity prediction from Karim et al.. Regression/Classification. Given a drug SMILES string, predict its toxicity properties. Task type varies by dataset: regression for continuous values (e.g., LD50, hERG inhibition percentage) or binary classification for toxic/non-toxic outcomes (e.g., AMES mutagenicity, cardiotoxicity, hepatotoxicity). Dataset: herg_karim. The molecule is CN1CCC[C@@H]1Cn1nc(Cc2ccc(Cl)cc2)c2ccncc2c1=O. The result is 1 (blocker).